This data is from Forward reaction prediction with 1.9M reactions from USPTO patents (1976-2016). The task is: Predict the product of the given reaction. (1) Given the reactants C(/C=C1/CC[C@H]([NH:10][C:11](=[O:17])[O:12]C(C)(C)C)CO/1)#N.[C:18](/[CH:20]=[C:21]1\[CH2:22][CH2:23][C@H:24]([NH:27][C:28](=[O:34])[O:29][C:30]([CH3:33])([CH3:32])[CH3:31])[CH2:25][O:26]\1)#[N:19].[H][H], predict the reaction product. The product is: [C:11](=[O:12])([O-:17])[NH2:10].[C:18]([CH2:20][C@@H:21]1[O:26][CH2:25][C@@H:24]([NH:27][C:28](=[O:34])[O:29][C:30]([CH3:32])([CH3:31])[CH3:33])[CH2:23][CH2:22]1)#[N:19]. (2) Given the reactants F[C:2]1[CH:3]=[C:4]2[C:9](=[CH:10][C:11]=1[N+:12]([O-:14])=[O:13])[NH:8][C:7](=[O:15])[N:6]([NH:16][S:17]([CH3:20])(=[O:19])=[O:18])[C:5]2=[O:21].[CH2:22]([NH2:29])[C:23]1[CH:28]=[CH:27][CH:26]=[CH:25][CH:24]=1, predict the reaction product. The product is: [CH2:22]([NH:29][C:2]1[CH:3]=[C:4]2[C:9](=[CH:10][C:11]=1[N+:12]([O-:14])=[O:13])[NH:8][C:7](=[O:15])[N:6]([NH:16][S:17]([CH3:20])(=[O:19])=[O:18])[C:5]2=[O:21])[C:23]1[CH:28]=[CH:27][CH:26]=[CH:25][CH:24]=1. (3) Given the reactants [CH:1]([C:3]1[C:11]2[C:6](=[CH:7][C:8]([C:12]([OH:14])=O)=[CH:9][CH:10]=2)[NH:5][N:4]=1)=[O:2].[NH2:15][C:16]1[CH:21]=[CH:20][C:19]([OH:22])=[CH:18][CH:17]=1.CN(C(ON1N=NC2C=CC=NC1=2)=[N+](C)C)C.F[P-](F)(F)(F)(F)F.C(N(CC)CC)C, predict the reaction product. The product is: [OH:22][C:19]1[CH:20]=[CH:21][C:16]([NH:15][C:12]([C:8]2[CH:7]=[C:6]3[C:11]([C:3]([CH:1]=[O:2])=[N:4][NH:5]3)=[CH:10][CH:9]=2)=[O:14])=[CH:17][CH:18]=1. (4) Given the reactants [Cl:1][C:2]1[CH:27]=[CH:26][C:5]([CH2:6][N:7]2[C:15]3[C:10](=[CH:11][C:12]([CH:16]=[C:17]4[S:21][CH:20](SCC)[NH:19][C:18]4=[O:25])=[CH:13][CH:14]=3)[CH:9]=[N:8]2)=[C:4]([C:28]([F:31])([F:30])[F:29])[CH:3]=1.[OH:32][CH2:33][CH2:34][NH:35][CH2:36][CH2:37][OH:38], predict the reaction product. The product is: [OH:32][CH2:33][CH2:34][N:35]([CH2:36][CH2:37][OH:38])[C:20]1[S:21][C:17](=[CH:16][C:12]2[CH:11]=[C:10]3[C:15](=[CH:14][CH:13]=2)[N:7]([CH2:6][C:5]2[CH:26]=[CH:27][C:2]([Cl:1])=[CH:3][C:4]=2[C:28]([F:31])([F:30])[F:29])[N:8]=[CH:9]3)[C:18](=[O:25])[N:19]=1. (5) Given the reactants [OH:1][CH2:2][C@@H:3]1[CH2:7][C@H:6]([NH:8]C(=O)OC(C)(C)C)[CH:5]=[CH:4]1.[ClH:16], predict the reaction product. The product is: [ClH:16].[NH2:8][C@H:6]1[CH2:7][C@@H:3]([CH2:2][OH:1])[CH:4]=[CH:5]1.